Dataset: Catalyst prediction with 721,799 reactions and 888 catalyst types from USPTO. Task: Predict which catalyst facilitates the given reaction. (1) Reactant: Cl[C:2]1[N:7]=[C:6]([N:8]2[C:12]3[CH:13]=[CH:14][CH:15]=[C:16]([O:17][CH3:18])[C:11]=3[N:10]=[C:9]2[CH:19]([F:21])[F:20])[N:5]=[C:4]([N:22]2[CH2:27][CH2:26][N:25]([C:28]([O:30][C:31]([CH3:34])([CH3:33])[CH3:32])=[O:29])[CH2:24][CH2:23]2)[N:3]=1.Cl.[CH:36]12[O:43][CH:40]([CH2:41][CH2:42]1)[CH2:39][NH:38][CH2:37]2.CCN(C(C)C)C(C)C. Product: [F:20][CH:19]([F:21])[C:9]1[N:8]([C:6]2[N:7]=[C:2]([N:38]3[CH2:37][CH:36]4[O:43][CH:40]([CH2:41][CH2:42]4)[CH2:39]3)[N:3]=[C:4]([N:22]3[CH2:23][CH2:24][N:25]([C:28]([O:30][C:31]([CH3:32])([CH3:34])[CH3:33])=[O:29])[CH2:26][CH2:27]3)[N:5]=2)[C:12]2[CH:13]=[CH:14][CH:15]=[C:16]([O:17][CH3:18])[C:11]=2[N:10]=1. The catalyst class is: 1. (2) Reactant: [C:1]([O:5][C:6]([N:8]1[CH2:13][CH:12]=[C:11](OS(C(F)(F)F)(=O)=O)[CH2:10][CH2:9]1)=[O:7])([CH3:4])([CH3:3])[CH3:2].C([O-])(=O)C.[Na+].[B:27]1([B:27]2[O:31][C:30]([CH3:33])([CH3:32])[C:29]([CH3:35])([CH3:34])[O:28]2)[O:31][C:30]([CH3:33])([CH3:32])[C:29]([CH3:35])([CH3:34])[O:28]1. Product: [C:1]([O:5][C:6]([N:8]1[CH2:13][CH:12]=[C:11]([B:27]2[O:31][C:30]([CH3:33])([CH3:32])[C:29]([CH3:35])([CH3:34])[O:28]2)[CH2:10][CH2:9]1)=[O:7])([CH3:4])([CH3:3])[CH3:2]. The catalyst class is: 75. (3) Reactant: [H-].[Na+].Cl[CH2:4][C@H:5]1[CH2:9][CH2:8][C@@H:7]([CH2:10]Cl)[N:6]1[C:12]1[CH:17]=[CH:16][CH:15]=[CH:14][C:13]=1[O:18][CH3:19].[CH3:20][O:21][C:22]1[CH:23]=[C:24]([CH2:28][C:29]#[N:30])[CH:25]=[CH:26][CH:27]=1. Product: [CH3:19][O:18][C:13]1[CH:14]=[CH:15][CH:16]=[CH:17][C:12]=1[N:6]1[CH:7]2[CH2:8][CH2:9][CH:5]1[CH2:4][C:28]([C:24]1[CH:25]=[CH:26][CH:27]=[C:22]([O:21][CH3:20])[CH:23]=1)([C:29]#[N:30])[CH2:10]2. The catalyst class is: 9. (4) Reactant: [CH3:1][C:2]1[NH:7][C:6](=[O:8])[C:5]([N+:9]([O-:11])=[O:10])=[C:4]([N:12]2[CH2:18][CH2:17][C:16]3[CH:19]=[CH:20][S:21][C:15]=3[CH2:14][CH2:13]2)[N:3]=1.[CH2:22](Br)[CH3:23].C(=O)([O-])[O-].[K+].[K+]. Product: [CH2:22]([O:8][C:6]1[N:7]=[C:2]([CH3:1])[N:3]=[C:4]([N:12]2[CH2:18][CH2:17][C:16]3[CH:19]=[CH:20][S:21][C:15]=3[CH2:14][CH2:13]2)[C:5]=1[N+:9]([O-:11])=[O:10])[CH3:23]. The catalyst class is: 9. (5) Reactant: Cl[C:2]1[N:11]=[CH:10][CH:9]=[C:8]2[C:3]=1[CH:4]=[C:5]([C:36]1[CH:41]=[CH:40][CH:39]=[CH:38][CH:37]=1)[C:6]([C:12]1[CH:17]=[CH:16][C:15]([CH2:18][N:19]3[CH2:24][CH2:23][CH:22]([C:25]4[NH:29][C:28]([C:30]5[CH:35]=[CH:34][CH:33]=[CH:32][N:31]=5)=[N:27][N:26]=4)[CH2:21][CH2:20]3)=[CH:14][CH:13]=1)=[N:7]2.[NH2:42][NH2:43]. Product: [C:36]1([C:5]2[C:6]([C:12]3[CH:13]=[CH:14][C:15]([CH2:18][N:19]4[CH2:24][CH2:23][CH:22]([C:25]5[NH:29][C:28]([C:30]6[CH:35]=[CH:34][CH:33]=[CH:32][N:31]=6)=[N:27][N:26]=5)[CH2:21][CH2:20]4)=[CH:16][CH:17]=3)=[N:7][C:8]3[C:3]([CH:4]=2)=[C:2]([NH:42][NH2:43])[N:11]=[CH:10][CH:9]=3)[CH:37]=[CH:38][CH:39]=[CH:40][CH:41]=1. The catalyst class is: 12. (6) Reactant: [C:1]1([C:7]2[CH:11]=[C:10]([CH2:12][N:13]3[CH2:18][CH2:17][CH:16]([CH2:19][NH:20][C:21]4[C:29]5[C:24](=[CH:25][CH:26]=[C:27]([C:30]6[N:34]=[CH:33][N:32](C(C7C=CC=CC=7)(C7C=CC=CC=7)C7C=CC=CC=7)[N:31]=6)[CH:28]=5)[N:23](C5CCCCO5)[N:22]=4)[CH2:15][CH2:14]3)[O:9][N:8]=2)[CH:6]=[CH:5][CH:4]=[CH:3][CH:2]=1.CO.Cl.C(=O)(O)[O-].[Na+]. Product: [C:1]1([C:7]2[CH:11]=[C:10]([CH2:12][N:13]3[CH2:14][CH2:15][CH:16]([CH2:19][NH:20][C:21]4[C:29]5[C:24](=[CH:25][CH:26]=[C:27]([C:30]6[N:34]=[CH:33][NH:32][N:31]=6)[CH:28]=5)[NH:23][N:22]=4)[CH2:17][CH2:18]3)[O:9][N:8]=2)[CH:2]=[CH:3][CH:4]=[CH:5][CH:6]=1. The catalyst class is: 30. (7) Reactant: C(OC([N:8]1[CH2:13][CH2:12][N:11]([C:14]2[N:19]=[C:18]([C:20]3[CH:25]=[CH:24][N:23]=[C:22]([NH:26][CH:27]4[CH2:32][CH2:31][CH2:30][CH2:29][CH2:28]4)[CH:21]=3)[CH:17]=[C:16]([CH2:33][N:34]=[N+:35]=[N-:36])[CH:15]=2)[CH2:10][CH2:9]1)=O)(C)(C)C.C(O)(C(F)(F)F)=O. Product: [N:34]([CH2:33][C:16]1[CH:15]=[C:14]([N:11]2[CH2:12][CH2:13][NH:8][CH2:9][CH2:10]2)[N:19]=[C:18]([C:20]2[CH:25]=[CH:24][N:23]=[C:22]([NH:26][CH:27]3[CH2:28][CH2:29][CH2:30][CH2:31][CH2:32]3)[CH:21]=2)[CH:17]=1)=[N+:35]=[N-:36]. The catalyst class is: 2. (8) Reactant: [Cl:1][CH2:2][CH:3]1[C:11]2[C:10]3[CH:12]=[CH:13][CH:14]=[C:15]([C:16]#[N:17])[C:9]=3[CH:8]=[CH:7][C:6]=2[N:5]([C:18](=[O:23])[C:19]([F:22])([F:21])[F:20])[CH2:4]1.[N+:24]([O-])([OH:26])=[O:25]. Product: [Cl:1][CH2:2][CH:3]1[C:11]2[C:10]3[CH:12]=[CH:13][CH:14]=[C:15]([C:16]#[N:17])[C:9]=3[C:8]([N+:24]([O-:26])=[O:25])=[CH:7][C:6]=2[N:5]([C:18](=[O:23])[C:19]([F:22])([F:20])[F:21])[CH2:4]1. The catalyst class is: 2. (9) Reactant: CC1(C)C2C(=C(P(C3C=CC=CC=3)C3C=CC=CC=3)C=CC=2)OC2C(P(C3C=CC=CC=3)C3C=CC=CC=3)=CC=CC1=2.Cl[C:44]1[CH:45]=[CH:46][C:47]2[CH2:53][N:52]([CH3:54])[CH2:51][CH:50]([CH2:55][CH:56]([CH2:59][F:60])[CH2:57][F:58])[O:49][C:48]=2[N:61]=1.[CH3:62][O:63][C:64]1[N:69]=[C:68]([NH2:70])[CH:67]=[CH:66][C:65]=1[N:71]1[CH:75]=[C:74]([CH3:76])[N:73]=[CH:72]1.C(=O)([O-])[O-].[Cs+].[Cs+]. Product: [F:58][CH2:57][CH:56]([CH2:59][F:60])[CH2:55][CH:50]1[O:49][C:48]2[N:61]=[C:44]([NH:70][C:68]3[CH:67]=[CH:66][C:65]([N:71]4[CH:75]=[C:74]([CH3:76])[N:73]=[CH:72]4)=[C:64]([O:63][CH3:62])[N:69]=3)[CH:45]=[CH:46][C:47]=2[CH2:53][N:52]([CH3:54])[CH2:51]1. The catalyst class is: 231. (10) Reactant: [N+:1]([C:4]1[CH:5]=[C:6]([NH:10][C@@H:11]2[CH2:15][CH2:14][N:13]([C:16]([O:18][C:19]([CH3:22])([CH3:21])[CH3:20])=[O:17])[CH2:12]2)[CH:7]=[CH:8][CH:9]=1)([O-])=O. Product: [NH2:1][C:4]1[CH:5]=[C:6]([NH:10][C@@H:11]2[CH2:15][CH2:14][N:13]([C:16]([O:18][C:19]([CH3:22])([CH3:21])[CH3:20])=[O:17])[CH2:12]2)[CH:7]=[CH:8][CH:9]=1. The catalyst class is: 94.